The task is: Predict the reaction yield, written as a fraction of the theoretical maximum amount of product (1.0 means a 100% yield; for example, 0.34 means a 34% yield).. This data is from Reaction yield outcomes from USPTO patents with 853,638 reactions. The reactants are Cl.Cl.[F:3][C:4]([F:17])([F:16])[CH2:5][O:6][C:7]1[CH:8]=[CH:9][C:10]([C@H:13]([NH2:15])[CH3:14])=[N:11][CH:12]=1.[Br:18][C:19]1[CH:29]=[CH:28][C:22]([O:23][CH2:24][C:25](O)=[O:26])=[CH:21][CH:20]=1.C(N(CC)CC)C.C(Cl)CCl.C1C=CC2N(O)N=NC=2C=1.Cl.N. The catalyst is ClCCl. The product is [Br:18][C:19]1[CH:29]=[CH:28][C:22]([O:23][CH2:24][C:25]([NH:15][C@@H:13]([C:10]2[CH:9]=[CH:8][C:7]([O:6][CH2:5][C:4]([F:3])([F:16])[F:17])=[CH:12][N:11]=2)[CH3:14])=[O:26])=[CH:21][CH:20]=1. The yield is 0.810.